From a dataset of Forward reaction prediction with 1.9M reactions from USPTO patents (1976-2016). Predict the product of the given reaction. (1) Given the reactants [CH2:1]([C:3]([CH3:5])=O)[CH3:2].[N:6]1[CH:11]=[CH:10][CH:9]=[CH:8][CH:7]=1, predict the reaction product. The product is: [CH2:11]([NH2:6])[CH2:10][CH2:9][CH2:8][CH2:7][CH2:2][CH2:1][CH2:3][CH2:5][CH2:2][CH2:1][CH2:3][CH2:5][CH2:7][CH2:8][CH2:9][CH2:10][CH3:11]. (2) Given the reactants [N:1]1[CH:6]=[CH:5][N:4]=[CH:3][C:2]=1[NH:7][C:8](=[O:35])[C@@H:9]([N:14]1[CH2:18][C:17]([O:19][C:20]2[CH:25]=[CH:24][C:23]([CH2:26][C@H:27]3[CH2:31][O:30]C(C)(C)[O:28]3)=[CH:22][CH:21]=2)=[CH:16][C:15]1=[O:34])[CH2:10][CH:11]([CH3:13])[CH3:12].Cl, predict the reaction product. The product is: [N:1]1[CH:6]=[CH:5][N:4]=[CH:3][C:2]=1[NH:7][C:8](=[O:35])[C@@H:9]([N:14]1[CH2:18][C:17]([O:19][C:20]2[CH:21]=[CH:22][C:23]([CH2:26][C@H:27]([OH:28])[CH2:31][OH:30])=[CH:24][CH:25]=2)=[CH:16][C:15]1=[O:34])[CH2:10][CH:11]([CH3:13])[CH3:12]. (3) Given the reactants [Br:1][C:2]1[C:7]2[N:8]=[CH:9][NH:10][C:6]=2[CH:5]=[C:4]([NH:11][C:12]2[NH:13][CH2:14][CH2:15][N:16]=2)[CH:3]=1.[Br:17]Br.N, predict the reaction product. The product is: [Br:17][C:5]1[C:6]2[NH:10][CH:9]=[N:8][C:7]=2[C:2]([Br:1])=[CH:3][C:4]=1[NH:11][C:12]1[NH:13][CH2:14][CH2:15][N:16]=1. (4) Given the reactants [Cl:1][C:2]1[C:10]([NH2:11])=[C:9]([Cl:12])[C:8]([F:13])=[CH:7][C:3]=1[C:4]([NH2:6])=O.[H-].[H-].[H-].[H-].[Li+].[Al+3], predict the reaction product. The product is: [NH2:11][C:10]1[C:2]([Cl:1])=[C:3]([CH:7]=[C:8]([F:13])[C:9]=1[Cl:12])[CH2:4][NH2:6].